The task is: Predict the product of the given reaction.. This data is from Forward reaction prediction with 1.9M reactions from USPTO patents (1976-2016). (1) Given the reactants [CH3:1][N:2]1[C:10]2[N:9]=[C:8]([N:11]3[CH2:15][CH:14]4[CH2:16][N:17](C(OC(C)(C)C)=O)[CH2:18][CH:13]4[CH2:12]3)[N:7]([CH2:26][CH:27]=[C:28]([CH3:30])[CH3:29])[C:6]=2[C:5](=[O:31])[N:4]([CH2:32][C:33](=[O:40])[C:34]2[CH:39]=[CH:38][CH:37]=[CH:36][CH:35]=2)[C:3]1=[O:41].[ClH:42], predict the reaction product. The product is: [ClH:42].[CH2:12]1[C@@H:13]2[CH2:18][NH:17][CH2:16][C@@H:14]2[CH2:15][N:11]1[C:8]1[N:7]([CH2:26][CH:27]=[C:28]([CH3:30])[CH3:29])[C:6]2[C:5](=[O:31])[N:4]([CH2:32][C:33](=[O:40])[C:34]3[CH:35]=[CH:36][CH:37]=[CH:38][CH:39]=3)[C:3](=[O:41])[N:2]([CH3:1])[C:10]=2[N:9]=1. (2) Given the reactants C([O:8][C:9]1[C:35]([O:36][CH3:37])=[CH:34][C:12]2[CH:13]=[C:14]3[C:19](=[CH:20][C:11]=2[CH:10]=1)[N:18]=[CH:17][C:16]([C:21]#[N:22])=[C:15]3[NH:23][C:24]1[CH:29]=[C:28]([O:30][CH3:31])[C:27]([F:32])=[CH:26][C:25]=1[Cl:33])C1C=CC=CC=1, predict the reaction product. The product is: [Cl:33][C:25]1[CH:26]=[C:27]([F:32])[C:28]([O:30][CH3:31])=[CH:29][C:24]=1[NH:23][C:15]1[C:14]2[C:19](=[CH:20][C:11]3[CH:10]=[C:9]([OH:8])[C:35]([O:36][CH3:37])=[CH:34][C:12]=3[CH:13]=2)[N:18]=[CH:17][C:16]=1[C:21]#[N:22]. (3) Given the reactants [CH2:1]([O:8][C@@H:9]1[C@@H:21]([O:22][CH2:23][C:24]2[CH:29]=[CH:28][CH:27]=[CH:26][CH:25]=2)[C@H:20]([O:30][CH2:31][C:32]2[CH:37]=[CH:36][CH:35]=[CH:34][CH:33]=2)[C@@H:19]([CH2:38][OH:39])[O:18][C@H:10]1[S:11][C:12]1[CH:17]=[CH:16][CH:15]=[CH:14][CH:13]=1)[C:2]1[CH:7]=[CH:6][CH:5]=[CH:4][CH:3]=1.N1C=CC=CC=1.[C:46](OC(=O)C)(=[O:48])[CH3:47], predict the reaction product. The product is: [CH2:1]([O:8][C@@H:9]1[C@@H:21]([O:22][CH2:23][C:24]2[CH:29]=[CH:28][CH:27]=[CH:26][CH:25]=2)[C@H:20]([O:30][CH2:31][C:32]2[CH:37]=[CH:36][CH:35]=[CH:34][CH:33]=2)[C@@H:19]([CH2:38][O:39][C:46](=[O:48])[CH3:47])[O:18][C@H:10]1[S:11][C:12]1[CH:13]=[CH:14][CH:15]=[CH:16][CH:17]=1)[C:2]1[CH:7]=[CH:6][CH:5]=[CH:4][CH:3]=1. (4) Given the reactants [CH2:1]([O:8][N:9]1[C:14]2[N:15]=[CH:16][N:17]=[C:18]([CH3:19])[C:13]=2[C:12](O)=[CH:11][C:10]1=[O:21])[C:2]1[CH:7]=[CH:6][CH:5]=[CH:4][CH:3]=1.[F:22][C:23]([F:36])([F:35])S(OS([C:23]([F:36])([F:35])[F:22])(=O)=O)(=O)=O, predict the reaction product. The product is: [CH2:1]([O:8][N:9]1[C:14]2[N:15]=[CH:16][N:17]=[C:18]([CH3:19])[C:13]=2[C:12]([NH:17][CH2:18][C:13]2[CH:14]=[N:9][CH:10]=[CH:11][C:12]=2[C:23]([F:36])([F:35])[F:22])=[CH:11][C:10]1=[O:21])[C:2]1[CH:7]=[CH:6][CH:5]=[CH:4][CH:3]=1. (5) Given the reactants [S:1]1[CH:5]=[CH:4][C:3]2[C:6]([N:10]3[CH2:15][CH2:14][N:13]([CH2:16][CH2:17][CH2:18][CH2:19][N:20]4[CH2:29][CH2:28][C:27]5[C:22](=[CH:23][CH:24]=[CH:25][CH:26]=5)[C:21]4=[O:30])[CH2:12][CH2:11]3)=[CH:7][CH:8]=[CH:9][C:2]1=2.[Cl:31]CCCCN1CCC2C(=CC=CC=2)C1=O.C(O)C.Cl, predict the reaction product. The product is: [ClH:31].[S:1]1[CH:5]=[CH:4][C:3]2[C:6]([N:10]3[CH2:15][CH2:14][N:13]([CH2:16][CH2:17][CH2:18][CH2:19][N:20]4[CH2:29][CH2:28][C:27]5[C:22](=[CH:23][CH:24]=[CH:25][CH:26]=5)[C:21]4=[O:30])[CH2:12][CH2:11]3)=[CH:7][CH:8]=[CH:9][C:2]1=2. (6) The product is: [NH2:15][C:10]1[O:11][CH2:12][C@H:13]([F:14])[C@:8]([C:6]2[CH:7]=[C:2]([NH:1][C:29]([C:20]3[C:19]([F:18])=[CH:24][C:23]([C:25]([F:27])([F:26])[F:28])=[CH:22][N:21]=3)=[O:30])[CH:3]=[CH:4][C:5]=2[F:17])([CH3:16])[N:9]=1. Given the reactants [NH2:1][C:2]1[CH:3]=[CH:4][C:5]([F:17])=[C:6]([C@:8]2([CH3:16])[C@@H:13]([F:14])[CH2:12][O:11][C:10]([NH2:15])=[N:9]2)[CH:7]=1.[F:18][C:19]1[C:20]([C:29](O)=[O:30])=[N:21][CH:22]=[C:23]([C:25]([F:28])([F:27])[F:26])[CH:24]=1, predict the reaction product. (7) Given the reactants CO.[CH3:3][Si](C=[N+]=[N-])(C)C.[F:10][C:11]1[CH:34]=[CH:33][C:14]([CH2:15][N:16]2[CH2:25][CH2:24][C:23]3[C:22]([C:26]([O:28][CH2:29][CH3:30])=[O:27])=[N:21][CH:20]=[C:19]([OH:31])[C:18]=3[C:17]2=[O:32])=[CH:13][CH:12]=1.C(O)(=O)C, predict the reaction product. The product is: [F:10][C:11]1[CH:34]=[CH:33][C:14]([CH2:15][N:16]2[CH2:25][CH2:24][C:23]3[C:22]([C:26]([O:28][CH2:29][CH3:30])=[O:27])=[N:21][CH:20]=[C:19]([O:31][CH3:3])[C:18]=3[C:17]2=[O:32])=[CH:13][CH:12]=1.